Dataset: Full USPTO retrosynthesis dataset with 1.9M reactions from patents (1976-2016). Task: Predict the reactants needed to synthesize the given product. (1) Given the product [CH3:28][N:19]1[C:20]2[CH:27]=[N:26][CH:25]=[CH:24][C:21]=2[C:22](=[O:23])[N:17]([C:14]2[CH:13]=[CH:12][C:11]([CH2:10][C@@H:9]([C:30]([O:32][CH3:33])=[O:31])[NH2:8])=[CH:16][CH:15]=2)[C:18]1=[O:29], predict the reactants needed to synthesize it. The reactants are: C(OC([NH:8][C@H:9]([C:30]([O:32][CH3:33])=[O:31])[CH2:10][C:11]1[CH:16]=[CH:15][C:14]([N:17]2[C:22](=[O:23])[C:21]3[CH:24]=[CH:25][N:26]=[CH:27][C:20]=3[N:19]([CH3:28])[C:18]2=[O:29])=[CH:13][CH:12]=1)=O)(C)(C)C. (2) Given the product [F:32][C:31]([F:33])([F:34])[C:29]1[CH:30]=[C:25]([CH2:24][CH2:23][N:13]2[C:12]([S:11][C:3]3[C:2]([Br:1])=[CH:10][C:6]4[O:7][CH2:8][O:9][C:5]=4[CH:4]=3)=[N:20][C:19]3[C:14]2=[N:15][CH:16]=[N:17][C:18]=3[NH2:21])[CH:26]=[C:27]([C:35]([F:36])([F:37])[F:38])[CH:28]=1, predict the reactants needed to synthesize it. The reactants are: [Br:1][C:2]1[C:3]([S:11][C:12]2[NH:13][C:14]3[C:19]([N:20]=2)=[C:18]([NH2:21])[N:17]=[CH:16][N:15]=3)=[CH:4][C:5]2[O:9][CH2:8][O:7][C:6]=2[CH:10]=1.Br[CH2:23][CH2:24][C:25]1[CH:30]=[C:29]([C:31]([F:34])([F:33])[F:32])[CH:28]=[C:27]([C:35]([F:38])([F:37])[F:36])[CH:26]=1. (3) Given the product [O:9]1[CH:2]2[CH2:3][CH2:4][CH2:5][CH2:6][CH2:7][CH2:8][CH:1]12, predict the reactants needed to synthesize it. The reactants are: [CH:1]1[CH2:8][CH2:7][CH2:6][CH2:5][CH2:4][CH2:3][CH:2]=1.[OH:9]O. (4) Given the product [CH2:17]([S:18][O:30][C:28](=[O:29])[C@H:27]1[CH2:31][CH2:32][CH2:33][N:26]1[C:19]([O:21][C:22]([CH3:24])([CH3:23])[CH3:25])=[O:20])[CH3:16], predict the reactants needed to synthesize it. The reactants are: C1CCC(N=C=NC2CCCCC2)CC1.[CH3:16][CH2:17][SH:18].[C:19]([N:26]1[CH2:33][CH2:32][CH2:31][C@@H:27]1[C:28]([OH:30])=[O:29])([O:21][C:22]([CH3:25])([CH3:24])[CH3:23])=[O:20]. (5) Given the product [F:1][C:2]1[C:7]([F:8])=[C:6]([O:9][CH2:10][CH2:11][N:12]([CH2:14][CH2:15][O:16][CH3:17])[CH3:13])[C:5]([C:61]2[CH:62]=[N:63][CH:64]=[CH:65][CH:66]=2)=[CH:4][C:3]=1[CH2:19][N:20]1[N:21]([CH3:55])[C:22]2([CH2:26][CH2:25][CH2:24][CH2:23]2)[C:27]([OH:54])=[C:28]([C:31]([NH:33][C:34]2[CH:39]=[CH:38][C:37]([C:40]([F:43])([F:41])[F:42])=[CH:36][C:35]=2[C:44]2[CH:49]=[C:48]([C:50]([F:53])([F:52])[F:51])[N:47]=[CH:46][N:45]=2)=[O:32])[C:29]1=[O:30], predict the reactants needed to synthesize it. The reactants are: [F:1][C:2]1[C:7]([F:8])=[C:6]([O:9][CH2:10][CH2:11][N:12]([CH2:14][CH2:15][O:16][CH3:17])[CH3:13])[C:5](I)=[CH:4][C:3]=1[CH2:19][N:20]1[C:29](=[O:30])[C:28]([C:31]([NH:33][C:34]2[CH:39]=[CH:38][C:37]([C:40]([F:43])([F:42])[F:41])=[CH:36][C:35]=2[C:44]2[CH:49]=[C:48]([C:50]([F:53])([F:52])[F:51])[N:47]=[CH:46][N:45]=2)=[O:32])=[C:27]([OH:54])[C:22]2([CH2:26][CH2:25][CH2:24][CH2:23]2)[N:21]1[CH3:55].C(O)C.B([O-])([O-])O[C:61]1[CH:62]=[N:63][CH:64]=[CH:65][CH:66]=1.C(=O)([O-])[O-].[Na+].[Na+]. (6) Given the product [CH:1]1([O:6][CH2:10][C:11]2[C:15]([C:16]([O:18][CH:19]3[CH2:3][CH2:2][CH2:1][CH2:5]3)=[O:17])=[C:14]([CH:20]([CH3:22])[CH3:21])[O:13][N:12]=2)[CH2:5][CH2:4][CH2:3][CH2:2]1, predict the reactants needed to synthesize it. The reactants are: [CH:1]1([OH:6])[CH2:5][CH2:4][CH2:3][CH2:2]1.[H-].[Na+].Br[CH2:10][C:11]1[C:15]([C:16]([O:18][CH3:19])=[O:17])=[C:14]([CH:20]([CH3:22])[CH3:21])[O:13][N:12]=1. (7) Given the product [Cl:13][C:10]1[N:11]=[CH:12][C:7]([C:15]2[CH:20]=[CH:19][CH:18]=[CH:17][N:16]=2)=[CH:8][CH:9]=1, predict the reactants needed to synthesize it. The reactants are: C([Mg]Cl)(C)C.Br[C:7]1[CH:8]=[CH:9][C:10]([Cl:13])=[N:11][CH:12]=1.Br[C:15]1[CH:20]=[CH:19][CH:18]=[CH:17][N:16]=1.